Dataset: Full USPTO retrosynthesis dataset with 1.9M reactions from patents (1976-2016). Task: Predict the reactants needed to synthesize the given product. (1) Given the product [N:1]1[CH:6]=[CH:5][CH:4]=[C:3]([O:7][C:8]2[CH:23]=[CH:22][C:11]([C:12]([OH:14])=[O:13])=[CH:10][CH:9]=2)[CH:2]=1, predict the reactants needed to synthesize it. The reactants are: [N:1]1[CH:6]=[CH:5][CH:4]=[C:3]([O:7][C:8]2[CH:23]=[CH:22][C:11]([C:12]([O:14]CC3C=CC=CC=3)=[O:13])=[CH:10][CH:9]=2)[CH:2]=1. (2) Given the product [Cl:23][C:5]1[C:6]([C:8]2[C:13]([CH3:14])=[CH:12][C:11]([CH3:15])=[CH:10][N:9]=2)=[N:7][C:2]([Cl:1])=[CH:3][CH:4]=1, predict the reactants needed to synthesize it. The reactants are: [Cl:1][C:2]1[N:7]=[C:6]([C:8]2[C:13]([CH3:14])=[CH:12][C:11]([CH3:15])=[CH:10][N:9]=2)[CH:5]=[CH:4][CH:3]=1.C1C(=O)N([Cl:23])C(=O)C1. (3) Given the product [CH3:9][C:2]1[N:1]=[C:15]([C:16]([F:19])([F:18])[F:17])[CH:14]=[CH:13][C:3]=1[C:4]([O:6][CH2:7][CH3:8])=[O:5], predict the reactants needed to synthesize it. The reactants are: [NH2:1]/[C:2](/[CH3:9])=[CH:3]\[C:4]([O:6][CH2:7][CH3:8])=[O:5].C(O/[CH:13]=[CH:14]/[C:15](=O)[C:16]([F:19])([F:18])[F:17])C.O. (4) The reactants are: [Cl:1][C:2]([O:4][C:5](Cl)(Cl)Cl)=[O:3].[C:9]([C:17]1[CH:18]=[CH:19][C:20]([N+:27]([O-:29])=[O:28])=[C:21]([CH:23](C)[CH2:24]O)[CH:22]=1)(=[O:16])[C:10]1[CH:15]=[CH:14][CH:13]=[CH:12][CH:11]=1.C(N(CC)CC)C. Given the product [C:9]([C:17]1[CH:18]=[CH:19][C:20]([N+:27]([O-:29])=[O:28])=[C:21]([CH:23]([CH3:24])[CH2:5][O:4][C:2]([Cl:1])=[O:3])[CH:22]=1)(=[O:16])[C:10]1[CH:11]=[CH:12][CH:13]=[CH:14][CH:15]=1, predict the reactants needed to synthesize it. (5) Given the product [C:8]1([C:14]2[CH:19]=[C:18]([CH:20]3[CH2:25][CH2:24][N:23]([CH2:54][CH2:55][N:56]4[CH2:61][CH2:60][O:59][CH2:58][CH2:57]4)[CH2:22][CH2:21]3)[CH:17]=[CH:16][C:15]=2[NH:26][C:27]([C:29]2[N:30]([CH2:36][O:37][CH2:38][CH2:39][Si:40]([CH3:43])([CH3:42])[CH3:41])[CH:31]=[C:32]([C:34]#[N:35])[N:33]=2)=[O:28])[CH2:13][CH2:12][CH2:11][CH2:10][CH:9]=1, predict the reactants needed to synthesize it. The reactants are: OC(C(F)(F)F)=O.[C:8]1([C:14]2[CH:19]=[C:18]([CH:20]3[CH2:25][CH2:24][NH:23][CH2:22][CH2:21]3)[CH:17]=[CH:16][C:15]=2[NH:26][C:27]([C:29]2[N:30]([CH2:36][O:37][CH2:38][CH2:39][Si:40]([CH3:43])([CH3:42])[CH3:41])[CH:31]=[C:32]([C:34]#[N:35])[N:33]=2)=[O:28])[CH2:13][CH2:12][CH2:11][CH2:10][CH:9]=1.C([O-])([O-])=O.[K+].[K+].[I-].[Na+].Cl.Cl[CH2:54][CH2:55][N:56]1[CH2:61][CH2:60][O:59][CH2:58][CH2:57]1. (6) Given the product [CH3:1][NH:2][C:3]([NH:8][CH2:9][CH2:10][S:11][CH2:12][C:13]1[O:17][C:16]([CH2:18][N:19]([CH3:20])[CH3:21])=[CH:15][CH:14]=1)=[CH:4][N+:5]([O-:7])=[O:6].[CH3:24][CH2:25][CH2:26][CH2:27][CH:28]([CH2:31][O:32][C:33]([CH2:35][CH:36]([S:48]([OH:51])(=[O:50])=[O:49])[C:37]([O:39][CH2:40][CH:41]([CH2:44][CH2:45][CH2:46][CH3:47])[CH2:42][CH3:43])=[O:38])=[O:34])[CH2:29][CH3:30], predict the reactants needed to synthesize it. The reactants are: [CH3:1][NH:2][C:3]([NH:8][CH2:9][CH2:10][S:11][CH2:12][C:13]1[O:17][C:16]([CH2:18][N:19]([CH3:21])[CH3:20])=[CH:15][CH:14]=1)=[CH:4][N+:5]([O-:7])=[O:6].Cl.[Na].[CH3:24][CH2:25][CH2:26][CH2:27][CH:28]([CH2:31][O:32][C:33]([CH2:35][CH:36]([S:48]([OH:51])(=[O:50])=[O:49])[C:37]([O:39][CH2:40][CH:41]([CH2:44][CH2:45][CH2:46][CH3:47])[CH2:42][CH3:43])=[O:38])=[O:34])[CH2:29][CH3:30]. (7) Given the product [NH2:4][C@H:3]([CH2:2][F:1])[C@@H:7]([C:8]1[CH:9]=[CH:10][C:11]([S:14]([CH2:17][F:18])(=[O:16])=[O:15])=[CH:12][CH:13]=1)[OH:6], predict the reactants needed to synthesize it. The reactants are: [F:1][CH2:2][C@@H:3]1[C@@H:7]([C:8]2[CH:13]=[CH:12][C:11]([S:14]([CH2:17][F:18])(=[O:16])=[O:15])=[CH:10][CH:9]=2)[O:6]C(C2C=CC=CC=2)=[N:4]1.Cl.C(OCC)(=O)C. (8) Given the product [NH2:10][CH2:9][CH2:8][O:7][C:6]1[CH:18]=[CH:19][C:3]([F:2])=[CH:4][C:5]=1[C@H:20]1[CH2:24][CH2:23][CH2:22][N:21]1[C:25]1[CH:30]=[CH:29][N:28]2[N:31]=[CH:32][C:33]([CH:34]=[O:35])=[C:27]2[N:26]=1, predict the reactants needed to synthesize it. The reactants are: Cl.[F:2][C:3]1[CH:19]=[CH:18][C:6]([O:7][CH2:8][CH2:9][NH:10]C(=O)OC(C)(C)C)=[C:5]([C@H:20]2[CH2:24][CH2:23][CH2:22][N:21]2[C:25]2[CH:30]=[CH:29][N:28]3[N:31]=[CH:32][C:33]([CH:34]=[O:35])=[C:27]3[N:26]=2)[CH:4]=1. (9) Given the product [F:44][C:38]1[CH:39]=[C:40]([C:9]2[CH2:14][CH2:13][N:12]([C:15]3[N:20]=[CH:19][N:18]([CH2:21][C:22]4[S:23][C:24]([C:27]([F:28])([F:30])[F:29])=[CH:25][CH:26]=4)[C:17](=[O:31])[N:16]=3)[CH2:11][CH:10]=2)[CH:41]=[CH:42][C:37]=1[OH:36], predict the reactants needed to synthesize it. The reactants are: CC1(C)C(C)(C)OB([C:9]2[CH2:14][CH2:13][N:12]([C:15]3[N:20]=[CH:19][N:18]([CH2:21][C:22]4[S:23][C:24]([C:27]([F:30])([F:29])[F:28])=[CH:25][CH:26]=4)[C:17](=[O:31])[N:16]=3)[CH2:11][CH:10]=2)O1.C([O:36][C:37]1[CH:42]=[CH:41][C:40](Br)=[CH:39][C:38]=1[F:44])(=O)C. (10) Given the product [CH:11]1([C:10]2[C:9]3[C:4](=[CH:5][C:6]([C:17]([O:19][C:20]([CH3:23])([CH3:22])[CH3:21])=[O:18])=[CH:7][CH:8]=3)[NH:3][C:2]=2[C:24]2[CH:29]=[CH:28][CH:27]=[CH:26][CH:25]=2)[CH2:16][CH2:15][CH2:14][CH2:13][CH2:12]1, predict the reactants needed to synthesize it. The reactants are: Br[C:2]1[NH:3][C:4]2[C:9]([C:10]=1[CH:11]1[CH2:16][CH2:15][CH2:14][CH2:13][CH2:12]1)=[CH:8][CH:7]=[C:6]([C:17]([O:19][C:20]([CH3:23])([CH3:22])[CH3:21])=[O:18])[CH:5]=2.[C:24]1(B(O)O)[CH:29]=[CH:28][CH:27]=[CH:26][CH:25]=1.C([O-])([O-])=O.[Na+].[Na+].CCOC(C)=O.